This data is from NCI-60 drug combinations with 297,098 pairs across 59 cell lines. The task is: Regression. Given two drug SMILES strings and cell line genomic features, predict the synergy score measuring deviation from expected non-interaction effect. Drug 1: C1CC(=O)NC(=O)C1N2CC3=C(C2=O)C=CC=C3N. Drug 2: CC1CCCC2(C(O2)CC(NC(=O)CC(C(C(=O)C(C1O)C)(C)C)O)C(=CC3=CSC(=N3)C)C)C. Cell line: RXF 393. Synergy scores: CSS=2.15, Synergy_ZIP=-2.14, Synergy_Bliss=-1.37, Synergy_Loewe=-0.741, Synergy_HSA=-0.614.